Dataset: Forward reaction prediction with 1.9M reactions from USPTO patents (1976-2016). Task: Predict the product of the given reaction. (1) Given the reactants [C:1]([C:3]1[CH:8]=[CH:7][C:6]([N:9]([CH2:16][C:17]([F:20])([F:19])[F:18])[CH2:10][CH:11]([CH3:15])[C:12]([OH:14])=O)=[CH:5][C:4]=1[C:21]([F:24])([F:23])[F:22])#[N:2].C(Cl)(=O)C(Cl)=O.C[N:32](C=O)C.[NH4+].[OH-], predict the reaction product. The product is: [C:1]([C:3]1[CH:8]=[CH:7][C:6]([N:9]([CH2:16][C:17]([F:20])([F:19])[F:18])[CH2:10][CH:11]([CH3:15])[C:12]([NH2:32])=[O:14])=[CH:5][C:4]=1[C:21]([F:23])([F:24])[F:22])#[N:2]. (2) Given the reactants [CH2:1]([O:3][C:4]([C:6]1[S:7][C:8](Cl)=[N:9][N:10]=1)=[O:5])[CH3:2].[CH:12]#[C:13][CH2:14][CH2:15][CH3:16].C(N(CC)CC)C, predict the reaction product. The product is: [C:12]([C:8]1[S:7][C:6]([C:4]([O:3][CH2:1][CH3:2])=[O:5])=[N:10][N:9]=1)#[C:13][CH2:14][CH2:15][CH3:16]. (3) The product is: [F:1][C:2]1[CH:3]=[CH:4][CH:5]=[C:6]([S:26]([CH:16]([CH3:18])[CH3:17])(=[O:28])=[O:25])[CH:7]=1. Given the reactants [F:1][C:2]1[CH:3]=[C:4](S)[CH:5]=[CH:6][CH:7]=1.C(=O)([O-])[O-].[K+].[K+].I[CH:16]([CH3:18])[CH3:17].C(=O)(O)[O-].[Na+].O[O:25][S:26]([O-:28])=O.[K+], predict the reaction product. (4) Given the reactants C([O:3][C:4](=[O:44])[CH:5]([N:13]([S:15]([C:18]1[CH:23]=[CH:22][C:21]([N:24]2[C:28]([C:29]3[CH:34]=[CH:33][C:32]([CH2:35][CH3:36])=[CH:31][CH:30]=3)=[CH:27][C:26]([C:37]3[CH:42]=[CH:41][C:40]([Cl:43])=[CH:39][CH:38]=3)=[N:25]2)=[CH:20][CH:19]=1)(=[O:17])=[O:16])[CH3:14])[CH2:6][C:7]1[CH:12]=[CH:11][CH:10]=[CH:9][CH:8]=1)C.[OH-].[K+].Cl, predict the reaction product. The product is: [Cl:43][C:40]1[CH:41]=[CH:42][C:37]([C:26]2[CH:27]=[C:28]([C:29]3[CH:30]=[CH:31][C:32]([CH2:35][CH3:36])=[CH:33][CH:34]=3)[N:24]([C:21]3[CH:22]=[CH:23][C:18]([S:15]([N:13]([CH3:14])[CH:5]([CH2:6][C:7]4[CH:8]=[CH:9][CH:10]=[CH:11][CH:12]=4)[C:4]([OH:44])=[O:3])(=[O:17])=[O:16])=[CH:19][CH:20]=3)[N:25]=2)=[CH:38][CH:39]=1. (5) Given the reactants I[C:2]1[N:7]=[C:6]([O:8][CH3:9])[C:5]([O:10][CH3:11])=[CH:4][CH:3]=1.C1([SH:18])C=CC=CC=1.CCN(C(C)C)C(C)C.C[C:29]1(C)C2C(=C(P(C3C=CC=CC=3)C3C=CC=CC=3)C=CC=2)O[C:31]2[C:32](P(C3C=CC=CC=3)C3C=CC=CC=3)=[CH:33][CH:34]=[CH:35][C:30]1=2, predict the reaction product. The product is: [CH2:29]([S:18][C:2]1[N:7]=[C:6]([O:8][CH3:9])[C:5]([O:10][CH3:11])=[CH:4][CH:3]=1)[C:30]1[CH:35]=[CH:34][CH:33]=[CH:32][CH:31]=1. (6) Given the reactants FC(F)(F)C(O)=O.[CH3:8][S:9]([C:12]1[CH:33]=[CH:32][C:15]([O:16][C:17]2[N:22]=[CH:21][N:20]=[C:19]3[N:23]([CH:26]4[CH2:31][CH2:30][NH:29][CH2:28][CH2:27]4)[N:24]=[CH:25][C:18]=23)=[CH:14][CH:13]=1)(=[O:11])=[O:10].[Cl:34][C:35]1[CH:36]=[C:37]([CH:41]=[C:42]([Cl:44])[CH:43]=1)[C:38](Cl)=[O:39], predict the reaction product. The product is: [Cl:34][C:35]1[CH:36]=[C:37]([C:38]([N:29]2[CH2:28][CH2:27][CH:26]([N:23]3[C:19]4=[N:20][CH:21]=[N:22][C:17]([O:16][C:15]5[CH:14]=[CH:13][C:12]([S:9]([CH3:8])(=[O:11])=[O:10])=[CH:33][CH:32]=5)=[C:18]4[CH:25]=[N:24]3)[CH2:31][CH2:30]2)=[O:39])[CH:41]=[C:42]([Cl:44])[CH:43]=1.